Dataset: Full USPTO retrosynthesis dataset with 1.9M reactions from patents (1976-2016). Task: Predict the reactants needed to synthesize the given product. (1) Given the product [F:33][C:34]1[CH:39]=[CH:38][C:37]([F:40])=[CH:36][C:35]=1[C:7]1[CH2:8][N:9]([S:19]([C:22]2[CH:23]=[CH:24][C:25]([N+:28]([O-:30])=[O:29])=[CH:26][CH:27]=2)(=[O:20])=[O:21])[CH2:10][CH:11]([C:13]2[CH:18]=[CH:17][CH:16]=[CH:15][CH:14]=2)[CH:12]=1, predict the reactants needed to synthesize it. The reactants are: FC(F)(F)S(O[C:7]1[CH2:8][N:9]([S:19]([C:22]2[CH:27]=[CH:26][C:25]([N+:28]([O-:30])=[O:29])=[CH:24][CH:23]=2)(=[O:21])=[O:20])[CH2:10][CH:11]([C:13]2[CH:18]=[CH:17][CH:16]=[CH:15][CH:14]=2)[CH:12]=1)(=O)=O.[F:33][C:34]1[CH:39]=[CH:38][C:37]([F:40])=[CH:36][C:35]=1B(O)O.C([O-])([O-])=O.[Na+].[Na+]. (2) Given the product [CH3:55][S:56]([O:1][C@H:2]1[CH2:7][CH2:6][C@H:5]([C:8]2[CH:9]=[CH:10][C:11]([NH:19][C:20]3[C:25]([C:26]([F:29])([F:28])[F:27])=[CH:24][N:23]=[C:22]([NH:30][C:31]4[CH:45]=[CH:44][C:34]([CH2:35][P:36]([O:37][CH2:38][CH3:39])([O:40][CH2:41][CH3:42])=[O:43])=[CH:33][C:32]=4[O:46][CH3:47])[N:21]=3)=[C:12]3[C:16]=2[CH2:15][N:14]([CH3:17])[C:13]3=[O:18])[CH2:4][CH2:3]1)(=[O:58])=[O:57], predict the reactants needed to synthesize it. The reactants are: [OH:1][C@H:2]1[CH2:7][CH2:6][C@H:5]([C:8]2[CH:9]=[CH:10][C:11]([NH:19][C:20]3[C:25]([C:26]([F:29])([F:28])[F:27])=[CH:24][N:23]=[C:22]([NH:30][C:31]4[CH:45]=[CH:44][C:34]([CH2:35][P:36](=[O:43])([O:40][CH2:41][CH3:42])[O:37][CH2:38][CH3:39])=[CH:33][C:32]=4[O:46][CH3:47])[N:21]=3)=[C:12]3[C:16]=2[CH2:15][N:14]([CH3:17])[C:13]3=[O:18])[CH2:4][CH2:3]1.C(N(CC)CC)C.[CH3:55][S:56](Cl)(=[O:58])=[O:57]. (3) Given the product [CH:15]1([C:18]2[CH:23]=[CH:22][C:21]([CH2:24][O:1][C:2]3[N:6]([C:7]4[CH:12]=[C:11]([C:13]#[N:14])[CH:10]=[CH:9][N:8]=4)[N:5]=[CH:4][CH:3]=3)=[C:20]([F:26])[CH:19]=2)[CH2:17][CH2:16]1, predict the reactants needed to synthesize it. The reactants are: [OH:1][C:2]1[N:6]([C:7]2[CH:12]=[C:11]([C:13]#[N:14])[CH:10]=[CH:9][N:8]=2)[N:5]=[CH:4][CH:3]=1.[CH:15]1([C:18]2[CH:23]=[CH:22][C:21]([CH2:24]O)=[C:20]([F:26])[CH:19]=2)[CH2:17][CH2:16]1. (4) Given the product [Cl:25][C:26]1[CH:27]=[C:28]([NH:29][C:22]2[C:23]3[N:15]([CH2:14][CH2:13][O:12][CH2:11][CH2:10][OH:9])[CH:16]=[CH:17][C:18]=3[N:19]=[CH:20][N:21]=2)[CH:30]=[CH:31][C:32]=1[O:33][C:34]1[CH:39]=[CH:38][CH:37]=[C:36]([C:40]2[O:44][CH:43]=[N:42][CH:41]=2)[CH:35]=1, predict the reactants needed to synthesize it. The reactants are: C([O:9][CH2:10][CH2:11][O:12][CH2:13][CH2:14][N:15]1[C:23]2[C:22](Cl)=[N:21][CH:20]=[N:19][C:18]=2[CH:17]=[CH:16]1)(=O)C1C=CC=CC=1.[Cl:25][C:26]1[CH:27]=[C:28]([CH:30]=[CH:31][C:32]=1[O:33][C:34]1[CH:39]=[CH:38][CH:37]=[C:36]([C:40]2[O:44][CH:43]=[N:42][CH:41]=2)[CH:35]=1)[NH2:29].C(=O)(O)[O-].[Na+]. (5) Given the product [Cl:1][C:2]1[CH:8]=[CH:7][C:5]([N:6]2[CH:32]=[CH:31][C:17]([CH2:18][NH2:9])=[CH:37][CH2:36]2)=[CH:4][CH:3]=1, predict the reactants needed to synthesize it. The reactants are: [Cl:1][C:2]1[CH:8]=[CH:7][C:5]([NH2:6])=[CH:4][CH:3]=1.[N:9]1C=CC(C=O)=CC=1.[C:17](O)(=O)[CH3:18].C(O[BH-](O[C:31](=O)[CH3:32])OC(=O)C)(=O)C.[Na+].Cl[CH:36](Cl)[CH3:37]. (6) Given the product [CH2:1]([CH:5]([CH2:11][C:12]1[CH:13]=[CH:14][C:15]([O:18][CH2:19][CH2:20][NH:21][C:22]([C:24]2[CH:25]=[CH:26][C:27]([C:30]3[CH:35]=[CH:34][CH:33]=[C:32]([OH:36])[CH:31]=3)=[CH:28][CH:29]=2)=[O:23])=[CH:16][CH:17]=1)[C:6]([OH:8])=[O:7])[CH2:2][CH2:3][CH3:4], predict the reactants needed to synthesize it. The reactants are: [CH2:1]([CH:5]([CH2:11][C:12]1[CH:17]=[CH:16][C:15]([O:18][CH2:19][CH2:20][NH:21][C:22]([C:24]2[CH:29]=[CH:28][C:27]([C:30]3[CH:35]=[CH:34][CH:33]=[C:32]([OH:36])[CH:31]=3)=[CH:26][CH:25]=2)=[O:23])=[CH:14][CH:13]=1)[C:6]([O:8]CC)=[O:7])[CH2:2][CH2:3][CH3:4].[OH-].[Na+]. (7) The reactants are: [CH2:1]([O:3][C:4]([C:6]1[N:7]=[C:8]([N:11]2[CH2:14][CH:13](OS(C)(=O)=O)[CH2:12]2)[S:9][CH:10]=1)=[O:5])[CH3:2].[C:20]([O-:23])(=[S:22])[CH3:21].[K+]. Given the product [C:20]([S:22][CH:13]1[CH2:12][N:11]([C:8]2[S:9][CH:10]=[C:6]([C:4]([O:3][CH2:1][CH3:2])=[O:5])[N:7]=2)[CH2:14]1)(=[O:23])[CH3:21], predict the reactants needed to synthesize it. (8) Given the product [CH3:78][CH:33]([CH3:34])[CH2:32][C:36]([O:76][CH2:75][C:71]1[CH:72]=[CH:73][CH:74]=[C:69]([N:44]2[C:45]([NH:47][C:48](=[O:49])[NH:50][C:51]3[CH:67]=[CH:66][C:54]([O:55][C:56]4[CH:61]=[CH:60][N:59]=[C:58]([C:62](=[O:63])[NH:64][CH3:65])[CH:57]=4)=[CH:53][C:52]=3[F:68])=[CH:46][C:42]([C:38]([CH3:41])([CH3:39])[CH3:40])=[N:43]2)[CH:70]=1)=[O:37], predict the reactants needed to synthesize it. The reactants are: C(C1C=C([CH2+]=NC2C=CC(OC3C=CN=C(C(NC)=O)C=3)=CC=2F)N(C2C=[CH:34][CH:33]=[C:32]([CH2:36][OH:37])C=2)N=1)(C)(C)C.[C:38]([C:42]1[CH:46]=[C:45]([NH:47][C:48]([NH:50][C:51]2[CH:67]=[CH:66][C:54]([O:55][C:56]3[CH:61]=[CH:60][N:59]=[C:58]([C:62]([NH:64][CH3:65])=[O:63])[CH:57]=3)=[CH:53][C:52]=2[F:68])=[O:49])[N:44]([C:69]2[CH:74]=[CH:73][CH:72]=[C:71]([CH2:75][OH:76])[CH:70]=2)[N:43]=1)([CH3:41])([CH3:40])[CH3:39].N1C=CC=C[CH:78]=1.CC(C)C(=O)CCl. (9) Given the product [Cl:17][C:9]1[CH:8]=[C:7]([C:5]2[S:6][C:2]([C:25]3[C:20]([CH2:18][CH3:19])=[C:21]([CH2:35][CH2:36][CH2:37][C:38]([O:40][CH2:41][CH3:42])=[O:39])[CH:22]=[CH:23][CH:24]=3)=[CH:3][N:4]=2)[CH:12]=[CH:11][C:10]=1[O:13][CH:14]([CH3:16])[CH3:15], predict the reactants needed to synthesize it. The reactants are: Br[C:2]1[S:6][C:5]([C:7]2[CH:12]=[CH:11][C:10]([O:13][CH:14]([CH3:16])[CH3:15])=[C:9]([Cl:17])[CH:8]=2)=[N:4][CH:3]=1.[CH2:18]([C:20]1[C:25](B2OC(C)(C)C(C)(C)O2)=[CH:24][CH:23]=[CH:22][C:21]=1[CH2:35][CH2:36][CH2:37][C:38]([O:40][CH2:41][CH3:42])=[O:39])[CH3:19].P([O-])([O-])([O-])=O.[K+].[K+].[K+].